From a dataset of Forward reaction prediction with 1.9M reactions from USPTO patents (1976-2016). Predict the product of the given reaction. (1) Given the reactants Br[CH2:2]C1C=CC(F)=CC=1.Br.Br[CH2:12][C:13]1[CH:18]=[CH:17][N:16]=[CH:15][CH:14]=1.[O:19]=[C:20]1[NH:24][CH2:23][CH2:22][N:21]1[C:25]1[CH:26]=[C:27]([CH:31]=[CH:32][N:33]=1)[C:28]([O-:30])=[O:29], predict the reaction product. The product is: [O:19]=[C:20]1[N:24]([CH2:12][C:13]2[CH:18]=[CH:17][N:16]=[CH:15][CH:14]=2)[CH2:23][CH2:22][N:21]1[C:25]1[CH:26]=[C:27]([CH:31]=[CH:32][N:33]=1)[C:28]([O:30][CH3:2])=[O:29]. (2) The product is: [CH3:15][C:16]1([CH3:23])[CH2:21][CH2:20][CH:19]([O:22][C:2]2[C:11]3[C:6](=[C:7]([N+:12]([O-:14])=[O:13])[CH:8]=[CH:9][CH:10]=3)[CH:5]=[CH:4][N:3]=2)[CH2:18][CH2:17]1. Given the reactants Cl[C:2]1[C:11]2[C:6](=[C:7]([N+:12]([O-:14])=[O:13])[CH:8]=[CH:9][CH:10]=2)[CH:5]=[CH:4][N:3]=1.[CH3:15][C:16]1([CH3:23])[CH2:21][CH2:20][CH:19]([OH:22])[CH2:18][CH2:17]1.[H-].[Na+], predict the reaction product.